This data is from Forward reaction prediction with 1.9M reactions from USPTO patents (1976-2016). The task is: Predict the product of the given reaction. Given the reactants Br[C:2]1[C:3]([NH2:10])=[CH:4][C:5]([O:8][CH3:9])=[N:6][CH:7]=1.[O:11]1[C:16](B2OC(C)(C)C(C)(C)O2)=[CH:15][CH2:14][CH2:13][CH2:12]1, predict the reaction product. The product is: [O:11]1[C:12]([C:2]2[C:3]([NH2:10])=[CH:4][C:5]([O:8][CH3:9])=[N:6][CH:7]=2)=[CH:13][CH2:14][CH2:15][CH2:16]1.